Dataset: Catalyst prediction with 721,799 reactions and 888 catalyst types from USPTO. Task: Predict which catalyst facilitates the given reaction. (1) Reactant: [OH-].[Na+].[N:3]1([CH:8]([CH2:17][CH2:18][CH2:19][CH2:20][CH2:21][CH2:22][CH2:23][CH2:24][CH2:25][CH2:26][CH2:27][CH3:28])[CH2:9][CH2:10][CH2:11][CH2:12][C:13]([O:15]C)=[O:14])[CH:7]=[CH:6][N:5]=[CH:4]1. Product: [N:3]1([CH:8]([CH2:17][CH2:18][CH2:19][CH2:20][CH2:21][CH2:22][CH2:23][CH2:24][CH2:25][CH2:26][CH2:27][CH3:28])[CH2:9][CH2:10][CH2:11][CH2:12][C:13]([OH:15])=[O:14])[CH:7]=[CH:6][N:5]=[CH:4]1. The catalyst class is: 24. (2) Reactant: [CH3:1][CH:2]1[CH2:7][CH2:6][N:5]([C:8]([C:10]2[CH:18]=[CH:17][C:16]3[NH:15][C:14]4[CH2:19][CH2:20][N:21](C(OC(C)(C)C)=O)[CH2:22][C:13]=4[C:12]=3[CH:11]=2)=[O:9])[CH2:4][CH2:3]1.C(O)(C(F)(F)F)=O.[O:37]1[CH2:42][CH2:41][C:40](=O)[CH2:39][CH2:38]1.C(O[BH-](OC(=O)C)OC(=O)C)(=O)C.[Na+]. The catalyst class is: 4. Product: [CH3:1][CH:2]1[CH2:3][CH2:4][N:5]([C:8]([C:10]2[CH:18]=[CH:17][C:16]3[NH:15][C:14]4[CH2:19][CH2:20][N:21]([CH:40]5[CH2:41][CH2:42][O:37][CH2:38][CH2:39]5)[CH2:22][C:13]=4[C:12]=3[CH:11]=2)=[O:9])[CH2:6][CH2:7]1. (3) Reactant: [CH3:1][C:2]1[N:3]=[C:4]([NH:10][C:11](=[O:28])[CH2:12][C:13]2[CH:21]=[CH:20][CH:19]=[C:18]3[C:14]=2[CH:15]=[N:16][N:17]3[CH:22]2[CH2:27][CH2:26][CH2:25][CH2:24][O:23]2)[S:5][C:6]=1[C:7](O)=[O:8].CN(C(ON1N=NC2C=CC=CC1=2)=[N+](C)C)C.F[P-](F)(F)(F)(F)F.C1C=CC2N(O)N=NC=2C=1.[CH3:63][C:64]([O:67][C:68]([NH:70][CH2:71][C@H:72]([NH2:77])[C:73]([O:75][CH3:76])=[O:74])=[O:69])([CH3:66])[CH3:65].Cl.C(N(CC)CC)C. Product: [CH3:76][O:75][C:73](=[O:74])[C@@H:72]([NH:77][C:7]([C:6]1[S:5][C:4]([NH:10][C:11](=[O:28])[CH2:12][C:13]2[CH:21]=[CH:20][CH:19]=[C:18]3[C:14]=2[CH:15]=[N:16][N:17]3[CH:22]2[CH2:27][CH2:26][CH2:25][CH2:24][O:23]2)=[N:3][C:2]=1[CH3:1])=[O:8])[CH2:71][NH:70][C:68]([O:67][C:64]([CH3:63])([CH3:66])[CH3:65])=[O:69]. The catalyst class is: 3. (4) Reactant: [Cl:1][C:2]1[CH:3]=[C:4]([C:8]2[O:12][N:11]=[C:10]([CH:13]([OH:15])C)[CH:9]=2)[CH:5]=[CH:6][CH:7]=1.ClC1C=C([C:23]2[O:27]N=C(C(=O)C)C=2)C=CC=1.[BH4-].[Na+]. Product: [CH3:23][O:27][C:13]([C:10]1[CH:9]=[C:8]([C:4]2[CH:5]=[CH:6][CH:7]=[C:2]([Cl:1])[CH:3]=2)[O:12][N:11]=1)=[O:15]. The catalyst class is: 5.